This data is from Forward reaction prediction with 1.9M reactions from USPTO patents (1976-2016). The task is: Predict the product of the given reaction. (1) Given the reactants C([N:8]1[CH2:20][C@@H:19]2[C@H:10]([C:11](=[O:25])[NH:12][C:13]3[C:14]([C:21]([F:24])([F:23])[F:22])=[CH:15][CH:16]=[CH:17][C:18]=32)[CH2:9]1)C1C=CC=CC=1.[C:34](O[C:34]([O:36][C:37]([CH3:40])([CH3:39])[CH3:38])=[O:35])([O:36][C:37]([CH3:40])([CH3:39])[CH3:38])=[O:35].[H][H], predict the reaction product. The product is: [O:25]=[C:11]1[C@@H:10]2[CH2:9][N:8]([C:34]([O:36][C:37]([CH3:38])([CH3:39])[CH3:40])=[O:35])[CH2:20][C@H:19]2[C:18]2[CH:17]=[CH:16][CH:15]=[C:14]([C:21]([F:24])([F:22])[F:23])[C:13]=2[NH:12]1. (2) Given the reactants [Cl:1][C:2]1[CH:3]=[C:4]([C:12]2[O:16][N:15]=[C:14]([C:17]3[CH:18]=[CH:19][C:20]([CH2:26][CH2:27][CH2:28][C:29]([O:31]CC)=[O:30])=[C:21]4[C:25]=3[NH:24][CH:23]=[CH:22]4)[N:13]=2)[CH:5]=[N:6][C:7]=1[O:8][CH:9]([CH3:11])[CH3:10].[OH-].[Na+], predict the reaction product. The product is: [Cl:1][C:2]1[CH:3]=[C:4]([C:12]2[O:16][N:15]=[C:14]([C:17]3[CH:18]=[CH:19][C:20]([CH2:26][CH2:27][CH2:28][C:29]([OH:31])=[O:30])=[C:21]4[C:25]=3[NH:24][CH:23]=[CH:22]4)[N:13]=2)[CH:5]=[N:6][C:7]=1[O:8][CH:9]([CH3:11])[CH3:10]. (3) Given the reactants [C:1]([C:5]1[CH:10]=[CH:9][C:8]([S:11]([N:14]([CH2:22][C:23]([OH:25])=O)[C:15]2[CH:20]=[CH:19][C:18]([CH3:21])=[CH:17][CH:16]=2)(=[O:13])=[O:12])=[CH:7][CH:6]=1)([CH3:4])([CH3:3])[CH3:2].[CH2:26]([NH:28][CH2:29][C:30]1[N:35]=[C:34]([N:36]([CH3:38])[CH3:37])[CH:33]=[CH:32][CH:31]=1)[CH3:27], predict the reaction product. The product is: [C:1]([C:5]1[CH:10]=[CH:9][C:8]([S:11]([N:14]([C:15]2[CH:16]=[CH:17][C:18]([CH3:21])=[CH:19][CH:20]=2)[CH2:22][C:23]([N:28]([CH2:29][C:30]2[CH:31]=[CH:32][CH:33]=[C:34]([N:36]([CH3:37])[CH3:38])[N:35]=2)[CH2:26][CH3:27])=[O:25])(=[O:12])=[O:13])=[CH:7][CH:6]=1)([CH3:4])([CH3:3])[CH3:2]. (4) Given the reactants Br[CH2:2][CH2:3][CH2:4][O:5][C:6]1[CH:11]=[CH:10][C:9]([C:12]2[CH:17]=[CH:16][CH:15]=[CH:14][CH:13]=2)=[CH:8][CH:7]=1.C[O:19][C:20](=[O:32])[CH:21]([O:30][CH3:31])[CH2:22][C:23]1[CH:28]=[CH:27][CH:26]=[C:25]([OH:29])[CH:24]=1.C1(C2C=CC=CC=2)C=CC(OCCOC2C=CC(C[C@H](OC)C(O)=O)=CC=2)=CC=1, predict the reaction product. The product is: [C:9]1([C:12]2[CH:17]=[CH:16][CH:15]=[CH:14][CH:13]=2)[CH:10]=[CH:11][C:6]([O:5][CH2:4][CH2:3][CH2:2][O:29][C:25]2[CH:24]=[C:23]([CH2:22][CH:21]([O:30][CH3:31])[C:20]([OH:32])=[O:19])[CH:28]=[CH:27][CH:26]=2)=[CH:7][CH:8]=1.